This data is from Forward reaction prediction with 1.9M reactions from USPTO patents (1976-2016). The task is: Predict the product of the given reaction. (1) The product is: [F:13][C:14]([F:20])([F:19])[S:15]([OH:18])(=[O:17])=[O:16].[S:12]1[CH2:8][CH2:9][CH2:10][CH2:14][S:15]1. Given the reactants C1(C)C=CC=CC=1.[CH2:8]([SH:12])[CH2:9][CH2:10]S.[F:13][C:14]([F:20])([F:19])[S:15]([OH:18])(=[O:17])=[O:16], predict the reaction product. (2) Given the reactants [N+:1]([C:4]1[CH:8]=[CH:7][N:6]([CH2:9][CH2:10][N:11]2C(=O)C3C(=CC=CC=3)C2=O)[N:5]=1)([O-:3])=[O:2].O.NN, predict the reaction product. The product is: [N+:1]([C:4]1[CH:8]=[CH:7][N:6]([CH2:9][CH2:10][NH2:11])[N:5]=1)([O-:3])=[O:2]. (3) Given the reactants C(OC([NH:8][CH2:9][C:10]1[C:11]([C:28]2[CH:33]=[CH:32][C:31]([CH3:34])=[CH:30][CH:29]=2)=[C:12](/[CH:21]=[CH:22]/[C:23]([O:25][CH2:26][CH3:27])=[O:24])[C:13]([CH3:20])=[N:14][C:15]=1[CH2:16][CH:17]([CH3:19])[CH3:18])=O)(C)(C)C.O1CCOCC1.Cl, predict the reaction product. The product is: [NH2:8][CH2:9][C:10]1[C:11]([C:28]2[CH:33]=[CH:32][C:31]([CH3:34])=[CH:30][CH:29]=2)=[C:12](/[CH:21]=[CH:22]/[C:23]([O:25][CH2:26][CH3:27])=[O:24])[C:13]([CH3:20])=[N:14][C:15]=1[CH2:16][CH:17]([CH3:18])[CH3:19]. (4) Given the reactants [Cl:1][C:2]1[CH:3]=[CH:4][C:5]([O:18][CH2:19][C:20]2[CH:25]=CC=C[CH:21]=2)=[C:6]([CH2:8][N:9]2[C:13]([CH3:14])=[CH:12][C:11]([C:15](=[O:17])[CH3:16])=[N:10]2)[CH:7]=1.ClC1C=CC(OCC(C)C)=C(CN2C(C)=CC(C(N(C)OC)=O)=N2)C=1, predict the reaction product. The product is: [Cl:1][C:2]1[CH:3]=[CH:4][C:5]([O:18][CH2:19][CH:20]([CH3:25])[CH3:21])=[C:6]([CH2:8][N:9]2[C:13]([CH3:14])=[CH:12][C:11]([C:15](=[O:17])[CH3:16])=[N:10]2)[CH:7]=1. (5) The product is: [CH3:1][O:2][C:3](=[O:18])[C:4]1[CH:9]=[C:8]([I:10])[CH:7]=[CH:6][C:5]=1[N:11]1[C:15](=[O:16])[C:14](=[CH:24][C:20]2[O:19][CH:23]=[CH:22][CH:21]=2)[C:13](=[O:17])[NH:12]1. Given the reactants [CH3:1][O:2][C:3](=[O:18])[C:4]1[CH:9]=[C:8]([I:10])[CH:7]=[CH:6][C:5]=1[N:11]1[C:15](=[O:16])[CH2:14][C:13](=[O:17])[NH:12]1.[O:19]1[CH:23]=[CH:22][CH:21]=[C:20]1[CH:24]=O, predict the reaction product. (6) Given the reactants [NH2:1][CH:2]([C:9]1[CH:14]=[CH:13][CH:12]=[CH:11][CH:10]=1)[C:3]1[CH:8]=[CH:7][CH:6]=[CH:5][CH:4]=1.N1C=CC=CC=1.[F:21][C:22]1[CH:30]=[CH:29][C:25]([C:26](Cl)=[O:27])=[CH:24][CH:23]=1.O, predict the reaction product. The product is: [F:21][C:22]1[CH:30]=[CH:29][C:25]([C:26]([NH:1][CH:2]([C:3]2[CH:8]=[CH:7][CH:6]=[CH:5][CH:4]=2)[C:9]2[CH:14]=[CH:13][CH:12]=[CH:11][CH:10]=2)=[O:27])=[CH:24][CH:23]=1. (7) Given the reactants [C:1]1(=[O:7])[CH2:6][CH2:5][CH2:4][CH2:3][CH2:2]1.[CH:8](=O)[C:9]1[CH:14]=[CH:13][CH:12]=[CH:11][CH:10]=1, predict the reaction product. The product is: [CH:8](=[C:2]1[CH2:3][CH2:4][CH2:5][C:6](=[CH:8][C:9]2[CH:14]=[CH:13][CH:12]=[CH:11][CH:10]=2)[C:1]1=[O:7])[C:9]1[CH:14]=[CH:13][CH:12]=[CH:11][CH:10]=1.